Predict the reaction yield, written as a fraction of the theoretical maximum amount of product (1.0 means a 100% yield; for example, 0.34 means a 34% yield). From a dataset of Reaction yield outcomes from USPTO patents with 853,638 reactions. The product is [CH3:1][N:2]1[C:6]([C@H:7]2[CH2:8][CH2:9][CH2:10][CH2:11][C@@H:12]2[OH:13])=[CH:5][CH:4]=[N:3]1. The yield is 0.280. The catalyst is [Ni].C(O)(C)C. The reactants are [CH3:1][N:2]1[C:6]([C@:7]23[O:13][C@H:12]2[CH2:11][CH2:10][CH2:9][CH2:8]3)=[CH:5][CH:4]=[N:3]1.